This data is from NCI-60 drug combinations with 297,098 pairs across 59 cell lines. The task is: Regression. Given two drug SMILES strings and cell line genomic features, predict the synergy score measuring deviation from expected non-interaction effect. Drug 1: C1=C(C(=O)NC(=O)N1)F. Drug 2: CCCCC(=O)OCC(=O)C1(CC(C2=C(C1)C(=C3C(=C2O)C(=O)C4=C(C3=O)C=CC=C4OC)O)OC5CC(C(C(O5)C)O)NC(=O)C(F)(F)F)O. Cell line: TK-10. Synergy scores: CSS=18.8, Synergy_ZIP=0.359, Synergy_Bliss=-1.91, Synergy_Loewe=-1.89, Synergy_HSA=-0.775.